Task: Predict the product of the given reaction.. Dataset: Forward reaction prediction with 1.9M reactions from USPTO patents (1976-2016) (1) Given the reactants CSC.B.[Br:5][C:6]1[CH:14]=[CH:13][C:9]([C:10](O)=[O:11])=[C:8]([CH3:15])[CH:7]=1, predict the reaction product. The product is: [Br:5][C:6]1[CH:14]=[CH:13][C:9]([CH2:10][OH:11])=[C:8]([CH3:15])[CH:7]=1. (2) Given the reactants C(C1C=CC(C(NC2C=CC(C3C=C4C(CN([C@@H](C(C)C)C(O)=O)C4=O)=CC=3)=NC=2)=O)=CC=1)(C)(C)C.[CH3:37][CH:38]([CH3:74])[C@H:39]([N:44]1[CH2:52][C:51]2[C:46](=[CH:47][C:48]([C:53]3[CH:58]=[CH:57][C:56]([NH:59][C:60](=[O:72])[C:61]4[CH:66]=[CH:65][C:64]([CH2:67][CH2:68][CH2:69][CH2:70][CH3:71])=[CH:63][CH:62]=4)=[CH:55][N:54]=3)=[CH:49][CH:50]=2)[C:45]1=[O:73])[C:40]([O:42]C)=[O:41], predict the reaction product. The product is: [CH3:74][CH:38]([CH3:37])[C@H:39]([N:44]1[CH2:52][C:51]2[C:46](=[CH:47][C:48]([C:53]3[CH:58]=[CH:57][C:56]([NH:59][C:60](=[O:72])[C:61]4[CH:62]=[CH:63][C:64]([CH2:67][CH2:68][CH2:69][CH2:70][CH3:71])=[CH:65][CH:66]=4)=[CH:55][N:54]=3)=[CH:49][CH:50]=2)[C:45]1=[O:73])[C:40]([OH:42])=[O:41]. (3) Given the reactants C(OC([N:8]1[CH2:12][C@@H:11]([CH2:13][N:14]([CH:31]([CH3:33])[CH3:32])[C:15](=[O:30])[C:16]2[CH:21]=[CH:20][C:19]([O:22][CH3:23])=[C:18]([O:24][CH2:25][CH2:26][CH2:27][O:28][CH3:29])[CH:17]=2)[C@H:10]([C:34](O)=[O:35])[CH2:9]1)=O)(C)(C)C.CN.C[C:40]#[N:41].O, predict the reaction product. The product is: [CH3:40][NH:41][C:34]([C@H:10]1[C@H:11]([CH2:13][N:14]([CH:31]([CH3:32])[CH3:33])[C:15](=[O:30])[C:16]2[CH:21]=[CH:20][C:19]([O:22][CH3:23])=[C:18]([O:24][CH2:25][CH2:26][CH2:27][O:28][CH3:29])[CH:17]=2)[CH2:12][NH:8][CH2:9]1)=[O:35].